Regression/Classification. Given a drug SMILES string, predict its absorption, distribution, metabolism, or excretion properties. Task type varies by dataset: regression for continuous measurements (e.g., permeability, clearance, half-life) or binary classification for categorical outcomes (e.g., BBB penetration, CYP inhibition). Dataset: cyp3a4_veith. From a dataset of CYP3A4 inhibition data for predicting drug metabolism from PubChem BioAssay. (1) The molecule is CCc1c2c(nc3cccc(OC)c13)OC(CC)C2. The result is 0 (non-inhibitor). (2) The compound is CN1CCC2(CC1)CCN(C(=O)c1ccncc1)CC2. The result is 0 (non-inhibitor). (3) The molecule is Cc1ccc(OCC(=O)NNC(=O)c2cc3ccccc3o2)cc1C. The result is 0 (non-inhibitor).